Dataset: Reaction yield outcomes from USPTO patents with 853,638 reactions. Task: Predict the reaction yield, written as a fraction of the theoretical maximum amount of product (1.0 means a 100% yield; for example, 0.34 means a 34% yield). The reactants are C([NH:11][CH2:12][CH2:13][CH2:14][CH2:15][C:16]1[CH:21]=[CH:20][C:19](OCCOC)=[CH:18][CH:17]=1)(OCC1C=CC=CC=1)=O.[C:27](O)(=[O:29])C.[H][H].[CH2:33]([OH:35])[CH3:34]. The catalyst is [Pd]. The product is [O:35]([CH:15]([C:16]1[CH:17]=[CH:18][CH:19]=[CH:20][CH:21]=1)[CH2:14][CH2:13][CH2:12][NH2:11])[CH2:33][CH2:34][O:29][CH3:27]. The yield is 0.920.